The task is: Regression. Given a peptide amino acid sequence and an MHC pseudo amino acid sequence, predict their binding affinity value. This is MHC class II binding data.. This data is from Peptide-MHC class II binding affinity with 134,281 pairs from IEDB. (1) The peptide sequence is GQWRGAAGTAAQAAV. The MHC is DRB1_1201 with pseudo-sequence DRB1_1201. The binding affinity (normalized) is 0.0287. (2) The peptide sequence is QAYAATVAAAPQVKY. The MHC is DRB3_0101 with pseudo-sequence DRB3_0101. The binding affinity (normalized) is 0.0908. (3) The peptide sequence is DENPYKTWAYHGSYEVK. The MHC is DRB1_0401 with pseudo-sequence DRB1_0401. The binding affinity (normalized) is 0.414. (4) The peptide sequence is FGYRKPLDNIKDNVGKMEDYIKK. The MHC is DRB1_0101 with pseudo-sequence DRB1_0101. The binding affinity (normalized) is 0. (5) The peptide sequence is LNKIVRMYSPVSILDI. The MHC is HLA-DPA10201-DPB11401 with pseudo-sequence HLA-DPA10201-DPB11401. The binding affinity (normalized) is 0.744. (6) The peptide sequence is INEPTAAAIAYVLDR. The MHC is HLA-DQA10501-DQB10301 with pseudo-sequence HLA-DQA10501-DQB10301. The binding affinity (normalized) is 0.633. (7) The peptide sequence is AHGIPKVPPGPNITA. The MHC is HLA-DQA10102-DQB10502 with pseudo-sequence HLA-DQA10102-DQB10502. The binding affinity (normalized) is 0.157. (8) The peptide sequence is NFVSKVMIGSPKKV. The MHC is DRB1_0404 with pseudo-sequence DRB1_0404. The binding affinity (normalized) is 0.228. (9) The peptide sequence is EAQFLYLYALIYFLQ. The MHC is DRB1_0101 with pseudo-sequence DRB1_0101. The binding affinity (normalized) is 0.427.